From a dataset of Forward reaction prediction with 1.9M reactions from USPTO patents (1976-2016). Predict the product of the given reaction. (1) Given the reactants Br[C:2]1[C:3](=[O:20])[N:4]([C:14]2[CH:19]=[CH:18][CH:17]=[CH:16][CH:15]=2)[CH:5]=[C:6]([C:8]2[CH:13]=[CH:12][CH:11]=[CH:10][N:9]=2)[CH:7]=1.[NH2:21][C:22]1[CH:27]=[CH:26][CH:25]=[CH:24][CH:23]=1.CC(C)([O-])C.[Na+], predict the reaction product. The product is: [C:22]1([NH:21][C:2]2[C:3](=[O:20])[N:4]([C:14]3[CH:19]=[CH:18][CH:17]=[CH:16][CH:15]=3)[CH:5]=[C:6]([C:8]3[CH:13]=[CH:12][CH:11]=[CH:10][N:9]=3)[CH:7]=2)[CH:27]=[CH:26][CH:25]=[CH:24][CH:23]=1. (2) Given the reactants [CH:1]1([CH2:4][N:5]2[CH2:23][CH2:22][C@:12]34[C:13]5[C:14]6[O:21][C@H:11]3[CH:10]([CH:24]3[O:28][CH2:27][CH2:26][O:25]3)[CH2:9][CH2:8][C@@:7]4([OH:29])[C@H:6]2[CH2:19][C:18]=5[CH:17]=[CH:16][C:15]=6[OH:20])[CH2:3][CH2:2]1.N1C=CN=C1.[CH:35]([Si:38]([CH:43]([CH3:45])[CH3:44])([CH:40]([CH3:42])[CH3:41])Cl)([CH3:37])[CH3:36].O, predict the reaction product. The product is: [CH:35]([Si:38]([CH:43]([CH3:45])[CH3:44])([CH:40]([CH3:42])[CH3:41])[O:20][C:15]1[CH:16]=[CH:17][C:18]2[CH2:19][C@H:6]3[N:5]([CH2:4][CH:1]4[CH2:2][CH2:3]4)[CH2:23][CH2:22][C@:12]45[C:13]=2[C:14]=1[O:21][C@H:11]4[CH:10]([CH:24]1[O:25][CH2:26][CH2:27][O:28]1)[CH2:9][CH2:8][C@@:7]35[OH:29])([CH3:37])[CH3:36]. (3) Given the reactants [C:1]([O:5][C:6]([N:8]1[CH2:13][CH2:12][C:11]2([CH2:22][C:21](=[O:23])[C:20]3[C:15](=[CH:16][CH:17]=[C:18](Br)[CH:19]=3)[O:14]2)[CH2:10][CH2:9]1)=[O:7])([CH3:4])([CH3:3])[CH3:2].C1C=CC(P(C2C=CC=CC=2)C2C=CC=CC=2)=CC=1.[C:44]([O:48][CH3:49])(=[O:47])[CH:45]=[CH2:46], predict the reaction product. The product is: [CH3:49][O:48][C:44](=[O:47])/[CH:45]=[CH:46]/[C:18]1[CH:19]=[C:20]2[C:15](=[CH:16][CH:17]=1)[O:14][C:11]1([CH2:12][CH2:13][N:8]([C:6]([O:5][C:1]([CH3:4])([CH3:3])[CH3:2])=[O:7])[CH2:9][CH2:10]1)[CH2:22][C:21]2=[O:23]. (4) Given the reactants [N:1]1([C:7]2[CH:16]=[CH:15][CH:14]=[C:13]3[C:8]=2[C:9]([NH2:18])=[N:10][C:11]([NH2:17])=[N:12]3)[CH2:6][CH2:5][NH:4][CH2:3][CH2:2]1.[C:19]1([CH3:28])[CH:24]=[CH:23][C:22]([C:25](Cl)=[O:26])=[CH:21][CH:20]=1, predict the reaction product. The product is: [NH2:17][C:11]1[N:10]=[C:9]([NH2:18])[C:8]2[C:13](=[CH:14][CH:15]=[CH:16][C:7]=2[N:1]2[CH2:6][CH2:5][N:4]([C:25]([C:22]3[CH:23]=[CH:24][C:19]([CH3:28])=[CH:20][CH:21]=3)=[O:26])[CH2:3][CH2:2]2)[N:12]=1. (5) Given the reactants [F:1][C:2]([F:14])([F:13])[O:3][C:4]1[CH:12]=[CH:11][C:7]([CH:8]=[N:9][OH:10])=[CH:6][CH:5]=1.[Cl:15]N1C(=O)CCC1=O, predict the reaction product. The product is: [OH:10]/[N:9]=[C:8](\[Cl:15])/[C:7]1[CH:11]=[CH:12][C:4]([O:3][C:2]([F:13])([F:14])[F:1])=[CH:5][CH:6]=1.